This data is from Peptide-MHC class I binding affinity with 185,985 pairs from IEDB/IMGT. The task is: Regression. Given a peptide amino acid sequence and an MHC pseudo amino acid sequence, predict their binding affinity value. This is MHC class I binding data. (1) The peptide sequence is NSSKVSQNY. The MHC is HLA-B40:01 with pseudo-sequence HLA-B40:01. The binding affinity (normalized) is 0. (2) The peptide sequence is ADLDPQARVAI. The MHC is Mamu-B01 with pseudo-sequence Mamu-B01. The binding affinity (normalized) is 0.0441. (3) The peptide sequence is RIPNSLHSL. The MHC is HLA-B07:02 with pseudo-sequence HLA-B07:02. The binding affinity (normalized) is 0.0274. (4) The peptide sequence is IMPARFYPK. The MHC is HLA-A11:01 with pseudo-sequence HLA-A11:01. The binding affinity (normalized) is 0.784.